This data is from Catalyst prediction with 721,799 reactions and 888 catalyst types from USPTO. The task is: Predict which catalyst facilitates the given reaction. (1) Reactant: [Br:1][C:2]1[CH:3]=[CH:4][C:5]([C:23](=[O:26])[NH:24][CH3:25])=[C:6]([NH:8][C:9]([CH:11]2[CH2:15][CH2:14][CH2:13][N:12]2C(OC(C)(C)C)=O)=O)[CH:7]=1.C[Si](C)(C)N[Si](C)(C)C.II.[O-]S([O-])(=S)=O.[Na+].[Na+]. Product: [Br:1][C:2]1[CH:7]=[C:6]2[C:5]([C:23](=[O:26])[N:24]([CH3:25])[C:9]([CH:11]3[CH2:15][CH2:14][CH2:13][NH:12]3)=[N:8]2)=[CH:4][CH:3]=1. The catalyst class is: 2. (2) Reactant: [NH2:1][C:2]1[CH:3]=[C:4]2[C:9](=[CH:10][CH:11]=1)[N:8]=[CH:7][CH:6]=[CH:5]2.[CH2:12]([O:19][C:20]1[CH:28]=[CH:27][C:23]([C:24](O)=[O:25])=[CH:22][CH:21]=1)[C:13]1[CH:18]=[CH:17][CH:16]=[CH:15][CH:14]=1.F[P-](F)(F)(F)(F)F.N1(O[P+](N(C)C)(N(C)C)N(C)C)C2C=CC=CC=2N=N1.C(N(CC)CC)C. Product: [CH2:12]([O:19][C:20]1[CH:21]=[CH:22][C:23]([C:24]([NH:1][C:2]2[CH:3]=[C:4]3[C:9](=[CH:10][CH:11]=2)[N:8]=[CH:7][CH:6]=[CH:5]3)=[O:25])=[CH:27][CH:28]=1)[C:13]1[CH:14]=[CH:15][CH:16]=[CH:17][CH:18]=1. The catalyst class is: 4.